Dataset: Reaction yield outcomes from USPTO patents with 853,638 reactions. Task: Predict the reaction yield, written as a fraction of the theoretical maximum amount of product (1.0 means a 100% yield; for example, 0.34 means a 34% yield). (1) The yield is 0.400. The reactants are [N:1]1[CH:6]=[CH:5][C:4]([C:7]2[NH:11][C:10]3[CH:12]=[CH:13][C:14]([C:16]4[CH:17]=[C:18]([NH2:23])[C:19]([NH2:22])=[CH:20][CH:21]=4)=[CH:15][C:9]=3[N:8]=2)=[CH:3][CH:2]=1.[S:24]1[C:28]2=[N:29][CH:30]=[CH:31][CH:32]=[C:27]2[CH:26]=[C:25]1[CH:33]=O. The catalyst is CC(O)C.O. The product is [N:1]1[CH:2]=[CH:3][C:4]([C:7]2[NH:11][C:10]3[CH:12]=[CH:13][C:14]([C:16]4[CH:21]=[CH:20][C:19]5[NH:22][C:33]([C:25]6[S:24][C:28]7=[N:29][CH:30]=[CH:31][CH:32]=[C:27]7[CH:26]=6)=[N:23][C:18]=5[CH:17]=4)=[CH:15][C:9]=3[N:8]=2)=[CH:5][CH:6]=1. (2) The reactants are [CH3:1][O:2][C:3]1[CH:4]=[C:5]2[C:10](=[CH:11][C:12]=1[O:13][CH3:14])[N:9]=[CH:8][CH:7]=[C:6]2[O:15][C:16]1[CH:22]=[CH:21][C:19]([NH2:20])=[C:18]([CH3:23])[C:17]=1[CH3:24].C(N(CC)CC)C.ClC(Cl)(O[C:36](=[O:42])OC(Cl)(Cl)Cl)Cl.[CH2:44]([N:48]([CH2:52][CH2:53][CH2:54][CH3:55])[CH2:49][CH2:50][NH2:51])[CH2:45][CH2:46][CH3:47]. The catalyst is C(Cl)(Cl)Cl.O. The product is [CH2:44]([N:48]([CH2:52][CH2:53][CH2:54][CH3:55])[CH2:49][CH2:50][NH:51][C:36]([NH:20][C:19]1[CH:21]=[CH:22][C:16]([O:15][C:6]2[C:5]3[C:10](=[CH:11][C:12]([O:13][CH3:14])=[C:3]([O:2][CH3:1])[CH:4]=3)[N:9]=[CH:8][CH:7]=2)=[C:17]([CH3:24])[C:18]=1[CH3:23])=[O:42])[CH2:45][CH2:46][CH3:47]. The yield is 0.490. (3) The reactants are [Br:1][C:2]1[C:3]([OH:12])=[CH:4][C:5]([OH:11])=[C:6]([CH:10]=1)[C:7]([OH:9])=O.Cl.CN(C)CCCN=C=NCC.C1C=CC2N(O)N=NC=2C=1.[CH2:35]1[C:43]2[C:38](=[CH:39][CH:40]=[CH:41][CH:42]=2)[CH2:37][NH:36]1. The catalyst is CN(C=O)C. The product is [Br:1][C:2]1[C:3]([OH:12])=[CH:4][C:5]([OH:11])=[C:6]([C:7]([N:36]2[CH2:37][C:38]3[C:43](=[CH:42][CH:41]=[CH:40][CH:39]=3)[CH2:35]2)=[O:9])[CH:10]=1. The yield is 0.440. (4) The yield is 0.400. The catalyst is C(#N)C.N1CCCC1. The product is [NH2:23][CH:21]1[CH2:20][N:19]([C:24]([O:26][C:27]([CH3:28])([CH3:29])[CH3:30])=[O:25])[CH:18]([C:1]([OH:3])=[O:2])[CH2:22]1. The reactants are [C:1]([C@@:18]1(C(O)=O)[CH2:22][C@@H:21]([NH2:23])[CH2:20][N:19]1[C:24]([O:26][C:27]([CH3:30])([CH3:29])[CH3:28])=[O:25])([O:3]CC1C2C(=CC=CC=2)C2C1=CC=CC=2)=[O:2].